This data is from Full USPTO retrosynthesis dataset with 1.9M reactions from patents (1976-2016). The task is: Predict the reactants needed to synthesize the given product. Given the product [CH3:15][O:16][C:17]1[CH:18]=[C:19]([C:2]2[CH:7]=[N:6][C:5]([N:8]3[CH2:13][CH2:12][O:11][CH2:10][CH2:9]3)=[CH:4][C:3]=2[NH2:14])[CH:20]=[N:21][CH:22]=1, predict the reactants needed to synthesize it. The reactants are: Br[C:2]1[C:3]([NH2:14])=[CH:4][C:5]([N:8]2[CH2:13][CH2:12][O:11][CH2:10][CH2:9]2)=[N:6][CH:7]=1.[CH3:15][O:16][C:17]1[CH:18]=[C:19](B(O)O)[CH:20]=[N:21][CH:22]=1.C1(P(C2CCCCC2)C2CCCCC2)CCCCC1.[O-]P([O-])([O-])=O.[K+].[K+].[K+].